This data is from Full USPTO retrosynthesis dataset with 1.9M reactions from patents (1976-2016). The task is: Predict the reactants needed to synthesize the given product. (1) Given the product [F:1][C:2]1[CH:9]=[CH:8][CH:7]=[CH:6][C:3]=1[CH2:4][O:5][CH2:12][CH2:11][CH2:10][OH:13], predict the reactants needed to synthesize it. The reactants are: [F:1][C:2]1[CH:9]=[CH:8][CH:7]=[CH:6][C:3]=1[CH:4]=[O:5].[CH:10](O)([OH:13])[CH2:11][CH3:12].[NH+]1C=CC=CC=1.O. (2) Given the product [Cl:1][C:2]1[CH:10]=[C:6]([CH2:7][OH:8])[CH:5]=[N:4][C:3]=1[Cl:11], predict the reactants needed to synthesize it. The reactants are: [Cl:1][C:2]1[C:3]([Cl:11])=[N:4][CH:5]=[C:6]([CH:10]=1)[C:7](O)=[O:8].CSC.B.C1COCC1. (3) Given the product [CH3:15][O:16][C:17]1[CH:18]=[C:19]2[C:20](=[C:21]3[CH2:22][C:23]([CH3:27])([CH3:26])[O:24][C:25]=13)[C:1]([C:3]1[CH:8]=[CH:7][N+:6]([O-:9])=[CH:5][CH:4]=1)=[N:2][C:29]([CH3:31])([CH3:30])[CH2:28]2, predict the reactants needed to synthesize it. The reactants are: [C:1]([C:3]1[CH:8]=[CH:7][N+:6]([O-:9])=[CH:5][CH:4]=1)#[N:2].S(=O)(=O)(O)O.[CH3:15][O:16][C:17]1[C:25]2[O:24][C:23]([CH3:27])([CH3:26])[CH2:22][C:21]=2[CH:20]=[C:19]([CH:28]=[C:29]([CH3:31])[CH3:30])[CH:18]=1.N. (4) The reactants are: Cl.[CH2:2]([NH:8][CH2:9][CH2:10][C:11]([O:13]C)=[O:12])[CH2:3][CH2:4][CH2:5][CH2:6][CH3:7]. Given the product [CH2:2]([NH:8][CH2:9][CH2:10][C:11]([OH:13])=[O:12])[CH2:3][CH2:4][CH2:5][CH2:6][CH3:7], predict the reactants needed to synthesize it. (5) Given the product [ClH:22].[NH2:15][CH:13]([C@@H:11]1[CH2:12][C@H:9]([OH:8])[CH2:10]1)[CH3:14], predict the reactants needed to synthesize it. The reactants are: [Si]([O:8][C@@H:9]1[CH2:12][C@H:11]([CH:13]([NH:15]S(C(C)(C)C)=O)[CH3:14])[CH2:10]1)(C(C)(C)C)(C)C.[ClH:22].